From a dataset of Reaction yield outcomes from USPTO patents with 853,638 reactions. Predict the reaction yield, written as a fraction of the theoretical maximum amount of product (1.0 means a 100% yield; for example, 0.34 means a 34% yield). (1) The reactants are C(OC([N:8]([C:35]1[CH:40]=[CH:39][CH:38]=[CH:37][N:36]=1)[CH2:9][C:10]#[C:11][C:12]1[CH:34]=[CH:33][C:15]([CH2:16][C@@H:17]([C:29]([O:31][CH3:32])=[O:30])[NH:18][C:19](=[O:28])[C:20]2[C:25]([Cl:26])=[CH:24][CH:23]=[CH:22][C:21]=2[Cl:27])=[CH:14][CH:13]=1)=O)(C)(C)C.C(O)(C(F)(F)F)=O. The catalyst is C(Cl)Cl. The product is [Cl:27][C:21]1[CH:22]=[CH:23][CH:24]=[C:25]([Cl:26])[C:20]=1[C:19]([NH:18][C@H:17]([C:29]([O:31][CH3:32])=[O:30])[CH2:16][C:15]1[CH:33]=[CH:34][C:12]([C:11]#[C:10][CH2:9][NH:8][C:35]2[CH:40]=[CH:39][CH:38]=[CH:37][N:36]=2)=[CH:13][CH:14]=1)=[O:28]. The yield is 0.970. (2) The reactants are [BH4-].[Na+].[CH3:3][C:4]1([CH3:17])[CH2:9][CH2:8][CH2:7][CH:6]([CH:10]([O:12][CH2:13][C:14](O)=[O:15])[CH3:11])[CH2:5]1. The catalyst is C(COC)OC.[Ti](Cl)(Cl)(Cl)Cl. The product is [CH3:17][C:4]1([CH3:3])[CH2:9][CH2:8][CH2:7][CH:6]([CH:10]([O:12][CH2:13][CH2:14][OH:15])[CH3:11])[CH2:5]1. The yield is 0.710. (3) The reactants are [CH3:1][O:2][C:3]([C:5]1[C:10](C)=[CH:9][C:8]([CH:12]2[CH2:16][CH2:15][O:14][CH2:13]2)=[C:7](Br)[N:6]=1)=[O:4].[Cl:18][C:19]1[CH:20]=[C:21](B(O)O)[CH:22]=[CH:23][CH:24]=1.C(=O)([O-])[O-].[Cs+].[Cs+]. The catalyst is CN(C=O)C.C1(P(C2C=CC=CC=2)[C-]2C=CC=C2)C=CC=CC=1.[C-]1(P(C2C=CC=CC=2)C2C=CC=CC=2)C=CC=C1.[Fe+2].C(Cl)Cl.[Pd](Cl)Cl. The product is [CH3:1][O:2][C:3]([C:5]1[CH:10]=[CH:9][C:8]([CH:12]2[CH2:16][CH2:15][O:14][CH2:13]2)=[C:7]([C:23]2[CH:22]=[CH:21][CH:20]=[C:19]([Cl:18])[CH:24]=2)[N:6]=1)=[O:4]. The yield is 0.730. (4) The catalyst is C(Cl)Cl. The yield is 0.940. The reactants are [CH2:1]([O:8][C:9](=[O:24])[CH2:10][CH2:11][C@@H:12]([C:21]([OH:23])=O)[NH:13][C:14]([O:16][C:17]([CH3:20])([CH3:19])[CH3:18])=[O:15])[C:2]1[CH:7]=[CH:6][CH:5]=[CH:4][CH:3]=1.[CH2:25]1[CH2:30][CH2:29][CH:28]([N:31]=C=[N:31][CH:28]2[CH2:29][CH2:30][CH2:25][CH2:26][CH2:27]2)[CH2:27][CH2:26]1.NC1C=CC=CC=1. The product is [C:17]([O:16][C:14]([NH:13][CH:12]([C:21](=[O:23])[NH:31][C:28]1[CH:29]=[CH:30][CH:25]=[CH:26][CH:27]=1)[CH2:11][CH2:10][C:9]([O:8][CH2:1][C:2]1[CH:3]=[CH:4][CH:5]=[CH:6][CH:7]=1)=[O:24])=[O:15])([CH3:18])([CH3:19])[CH3:20]. (5) The yield is 0.980. The catalyst is CN(C=O)C.C(OCC)(=O)C. The product is [C:1]([O:7][C:8]1[CH:9]=[C:10]2[C:14](=[C:15]([O:17][C:18]3[CH:23]=[CH:22][C:21]([S:24]([CH3:27])(=[O:26])=[O:25])=[CH:20][CH:19]=3)[CH:16]=1)[NH:13][N:12]=[C:11]2[Br:28])(=[O:6])[C:2]([CH3:5])([CH3:4])[CH3:3]. The reactants are [C:1]([O:7][C:8]1[CH:9]=[C:10]2[C:14](=[C:15]([O:17][C:18]3[CH:23]=[CH:22][C:21]([S:24]([CH3:27])(=[O:26])=[O:25])=[CH:20][CH:19]=3)[CH:16]=1)[NH:13][N:12]=[CH:11]2)(=[O:6])[C:2]([CH3:5])([CH3:4])[CH3:3].[Br:28]N1C(=O)CCC1=O. (6) The reactants are Br[C:2]1[C:3]([CH3:20])=[C:4]([NH:12]C(=O)OC(C)(C)C)[C:5]([CH3:11])=[C:6]([CH3:10])[C:7]=1[O:8]C.[CH2:21]([Li])[CH2:22][CH2:23][CH3:24].C[CH:27](C)[C:28]([C:30]1[CH:35]=CC(C)=[CH:32][CH:31]=1)=O.Br.[OH-].[Na+].[CH2:41]1COCC1. The catalyst is O. The product is [CH3:24][C:23]1([CH3:41])[CH:22]([C:21]2[CH:32]=[CH:31][C:30]([CH3:35])=[CH:28][CH:27]=2)[C:2]2[C:3]([CH3:20])=[C:4]([NH2:12])[C:5]([CH3:11])=[C:6]([CH3:10])[C:7]=2[O:8]1. The yield is 0.620. (7) The reactants are [OH-].[Na+].[Br:3][C:4]1[CH:9]=[C:8]([F:10])[C:7]([F:11])=[CH:6][C:5]=1[OH:12].Br[CH2:14][CH2:15][C:16]([OH:18])=[O:17].Cl. The catalyst is O. The product is [Br:3][C:4]1[CH:9]=[C:8]([F:10])[C:7]([F:11])=[CH:6][C:5]=1[O:12][CH2:14][CH2:15][C:16]([OH:18])=[O:17]. The yield is 0.660. (8) The reactants are C[O:2][C:3]1[CH:4]=[CH:5][C:6]2[O:10][C:9]([C:11]([OH:13])=[O:12])=[CH:8][C:7]=2[CH:14]=1.B(Br)(Br)Br.[NH4+].[Cl-]. The catalyst is C(Cl)Cl. The product is [OH:2][C:3]1[CH:4]=[CH:5][C:6]2[O:10][C:9]([C:11]([OH:13])=[O:12])=[CH:8][C:7]=2[CH:14]=1. The yield is 1.00. (9) The reactants are [CH2:1]([O:8][C:9](=[O:26])[C@@H:10]([NH:18][C:19]([O:21]C(C)(C)C)=O)[CH2:11][C:12]1[CH:17]=[CH:16][CH:15]=[CH:14][CH:13]=1)[C:2]1[CH:7]=[CH:6][CH:5]=[CH:4][CH:3]=1.FC(F)(F)C(O)=O.C(N(CC)C(C)C)(C)C.[C:43]([NH:50][C@H:51](C(O)=O)[CH3:52])([O:45][C:46]([CH3:49])([CH3:48])[CH3:47])=[O:44].CN(C(ON1N=NC2C=CC=NC1=2)=[N+](C)C)C.F[P-](F)(F)(F)(F)F. The catalyst is ClCCl. The product is [CH2:1]([O:8][C:9](=[O:26])[C@@H:10]([NH:18][C:19](=[O:21])[C@@H:51]([NH:50][C:43]([O:45][C:46]([CH3:49])([CH3:48])[CH3:47])=[O:44])[CH3:52])[CH2:11][C:12]1[CH:13]=[CH:14][CH:15]=[CH:16][CH:17]=1)[C:2]1[CH:3]=[CH:4][CH:5]=[CH:6][CH:7]=1. The yield is 0.890.